From a dataset of Reaction yield outcomes from USPTO patents with 853,638 reactions. Predict the reaction yield, written as a fraction of the theoretical maximum amount of product (1.0 means a 100% yield; for example, 0.34 means a 34% yield). (1) The reactants are [ClH:1].[CH3:2][CH:3]([S:5]([NH:8][C:9]1[CH:10]=[C:11]([C:15]2[CH:20]=[CH:19][C:18]([C@@H:21]3[CH2:23][C@H:22]3[NH:24]C(=O)OCCCC)=[CH:17][CH:16]=2)[CH:12]=[CH:13][CH:14]=1)(=[O:7])=[O:6])[CH3:4]. The catalyst is O1CCOCC1. The product is [ClH:1].[NH2:24][C@@H:22]1[CH2:23][C@H:21]1[C:18]1[CH:17]=[CH:16][C:15]([C:11]2[CH:12]=[CH:13][CH:14]=[C:9]([NH:8][S:5]([CH:3]([CH3:4])[CH3:2])(=[O:7])=[O:6])[CH:10]=2)=[CH:20][CH:19]=1. The yield is 0.706. (2) The reactants are C[O:2][C:3]([C:5]1[CH:14]=[C:13]2[C:8]([C:9]([N:15]3[CH2:20][CH2:19][N:18]([C:21]([NH:23][C:24]4[CH:29]=[CH:28][C:27]([O:30][C:31]5[CH:36]=[CH:35][CH:34]=[CH:33][CH:32]=5)=[CH:26][CH:25]=4)=[O:22])[CH2:17][CH2:16]3)=[N:10][CH:11]=[N:12]2)=[CH:7][CH:6]=1)=[O:4].[OH-].[Na+].Cl. The catalyst is CO. The product is [C:3]([C:5]1[CH:14]=[C:13]2[C:8]([C:9]([N:15]3[CH2:16][CH2:17][N:18]([C:21]([NH:23][C:24]4[CH:29]=[CH:28][C:27]([O:30][C:31]5[CH:36]=[CH:35][CH:34]=[CH:33][CH:32]=5)=[CH:26][CH:25]=4)=[O:22])[CH2:19][CH2:20]3)=[N:10][CH:11]=[N:12]2)=[CH:7][CH:6]=1)([OH:4])=[O:2]. The yield is 0.370. (3) The reactants are [C:1]([C:5]1[CH:10]=[CH:9][C:8]([NH2:11])=[CH:7][CH:6]=1)([CH3:4])([CH3:3])[CH3:2].[N+:12]([O-])([O-:14])=[O:13].[K+].C([O-])(O)=O.[Na+]. The catalyst is OS(O)(=O)=O. The product is [C:1]([C:5]1[CH:6]=[CH:7][C:8]([NH2:11])=[CH:9][C:10]=1[N+:12]([O-:14])=[O:13])([CH3:4])([CH3:2])[CH3:3]. The yield is 0.770. (4) The reactants are C(Cl)(=O)C(Cl)=O.[Br:7][C:8]1[O:12][C:11]([C:13]([OH:15])=O)=[CH:10][CH:9]=1.Cl.[F:17][C:18]1[CH:23]=[C:22]([S:24]([CH3:27])(=[O:26])=[O:25])[CH:21]=[CH:20][C:19]=1[N:28]1[C:32]2=[N:33][CH:34]=[N:35][C:36]([S:37][CH:38]3[CH2:43][CH2:42][NH:41][CH2:40][CH2:39]3)=[C:31]2[CH:30]=[N:29]1.C(N(CC)CC)C. The catalyst is ClCCl.CN(C=O)C. The product is [Br:7][C:8]1[O:12][C:11]([C:13]([N:41]2[CH2:42][CH2:43][CH:38]([S:37][C:36]3[N:35]=[CH:34][N:33]=[C:32]4[N:28]([C:19]5[CH:20]=[CH:21][C:22]([S:24]([CH3:27])(=[O:25])=[O:26])=[CH:23][C:18]=5[F:17])[N:29]=[CH:30][C:31]=34)[CH2:39][CH2:40]2)=[O:15])=[CH:10][CH:9]=1. The yield is 0.410. (5) The reactants are [C:1]([O:5][C:6]([N:8]1[CH2:12][CH2:11][CH2:10][CH:9]1[C:13]1[NH:14][C:15]([C:18]2[CH:27]=[CH:26][C:25]3[C:20](=[CH:21][CH:22]=[C:23]([C:28]4[CH:33]=[CH:32][C:31](B5OC(C)(C)C(C)(C)O5)=[CH:30][CH:29]=4)[CH:24]=3)[CH:19]=2)=[CH:16][N:17]=1)=[O:7])([CH3:4])([CH3:3])[CH3:2].[C:43]([O:47][C:48]([N:50]1[CH:55]([C:56]2[NH:60][C:59]3[CH:61]=[C:62](Br)[CH:63]=[CH:64][C:58]=3[N:57]=2)[CH:54]2[CH2:66][CH:51]1[CH2:52][CH2:53]2)=[O:49])([CH3:46])([CH3:45])[CH3:44].C(=O)([O-])[O-].[K+].[K+]. The catalyst is COCCOC.O.C(OCC)(=O)C.C1C=CC(P(C2C=CC=CC=2)[C-]2C=CC=C2)=CC=1.C1C=CC(P(C2C=CC=CC=2)[C-]2C=CC=C2)=CC=1.Cl[Pd]Cl.[Fe+2].C1C=CC([P]([Pd]([P](C2C=CC=CC=2)(C2C=CC=CC=2)C2C=CC=CC=2)([P](C2C=CC=CC=2)(C2C=CC=CC=2)C2C=CC=CC=2)[P](C2C=CC=CC=2)(C2C=CC=CC=2)C2C=CC=CC=2)(C2C=CC=CC=2)C2C=CC=CC=2)=CC=1. The product is [C:43]([O:47][C:48]([N:50]1[CH:55]([C:56]2[NH:60][C:59]3[CH:61]=[C:62]([C:31]4[CH:30]=[CH:29][C:28]([C:23]5[CH:22]=[CH:21][C:20]6[C:25](=[CH:26][CH:27]=[C:18]([C:15]7[NH:14][C:13]([CH:9]8[CH2:10][CH2:11][CH2:12][N:8]8[C:6]([O:5][C:1]([CH3:2])([CH3:4])[CH3:3])=[O:7])=[N:17][CH:16]=7)[CH:19]=6)[CH:24]=5)=[CH:33][CH:32]=4)[CH:63]=[CH:64][C:58]=3[N:57]=2)[CH:54]2[CH2:66][CH:51]1[CH2:52][CH2:53]2)=[O:49])([CH3:46])([CH3:44])[CH3:45]. The yield is 0.590. (6) The reactants are I[C:2]1[CH:7]=[CH:6][CH:5]=[CH:4][C:3]=1[N+:8]([O-])=O.[NH:11]1[CH2:15][CH2:14][CH2:13][C:12]1=O.CNCCN.P([O-])([O-])([O-])=O.[K+].[K+].[K+]. The catalyst is C1(C)C=CC=CC=1.[Cu]I.[Fe]. The product is [CH2:15]1[N:11]2[C:2]3[CH:7]=[CH:6][CH:5]=[CH:4][C:3]=3[N:8]=[C:12]2[CH2:13][CH2:14]1. The yield is 0.730. (7) The reactants are [CH3:1][C:2]1[CH:3]=[C:4]([NH:8][C:9](=[O:15])[O:10][C:11]([CH3:14])([CH3:13])[CH3:12])[CH:5]=[N:6][CH:7]=1. The catalyst is [Pt](=O)=O.[Rh].CC(O)=O. The product is [CH3:1][CH:2]1[CH2:7][NH:6][CH2:5][CH:4]([NH:8][C:9](=[O:15])[O:10][C:11]([CH3:14])([CH3:13])[CH3:12])[CH2:3]1. The yield is 0.770. (8) The reactants are [NH2:1][C:2]1[N:6]=[CH:5][N:4]([C:7]2[CH:14]=[CH:13][C:12](/[CH:15]=[CH:16]/[CH:17]([C:22]3[CH:27]=[C:26]([Cl:28])[C:25]([Cl:29])=[C:24]([Cl:30])[CH:23]=3)[C:18]([F:21])([F:20])[F:19])=[CH:11][C:8]=2[C:9]#[N:10])[N:3]=1.[CH:31]1([C:34](Cl)=[O:35])[CH2:33][CH2:32]1. The catalyst is C(Cl)Cl. The product is [C:9]([C:8]1[CH:11]=[C:12](/[CH:15]=[CH:16]/[CH:17]([C:22]2[CH:23]=[C:24]([Cl:30])[C:25]([Cl:29])=[C:26]([Cl:28])[CH:27]=2)[C:18]([F:19])([F:20])[F:21])[CH:13]=[CH:14][C:7]=1[N:4]1[CH:5]=[N:6][C:2]([N:1]([C:34]([CH:31]2[CH2:33][CH2:32]2)=[O:35])[C:34]([CH:31]2[CH2:33][CH2:32]2)=[O:35])=[N:3]1)#[N:10]. The yield is 0.790.